Task: Predict the product of the given reaction.. Dataset: Forward reaction prediction with 1.9M reactions from USPTO patents (1976-2016) (1) Given the reactants C(O[C:6]([C:8]1[N:9]=[C:10]([C:26]#[N:27])[C:11]2[C:16]([C:17]=1[OH:18])=[CH:15][C:14]([O:19][C:20]1[CH:25]=[CH:24][CH:23]=[CH:22][CH:21]=1)=[CH:13][CH:12]=2)=[O:7])CCC.[NH2:28][CH2:29][CH2:30][CH2:31][CH2:32][C:33]([OH:35])=[O:34].C[O-].[Na+], predict the reaction product. The product is: [C:26]([C:10]1[C:11]2[C:16](=[CH:15][C:14]([O:19][C:20]3[CH:25]=[CH:24][CH:23]=[CH:22][CH:21]=3)=[CH:13][CH:12]=2)[C:17]([OH:18])=[C:8]([C:6]([NH:28][CH2:29][CH2:30][CH2:31][CH2:32][C:33]([OH:35])=[O:34])=[O:7])[N:9]=1)#[N:27]. (2) Given the reactants C([Li])CCC.Br[C:7]1[CH:12]=[CH:11][C:10]([CH2:13][CH2:14][CH2:15][N:16]([CH:21]2[CH2:24][CH2:23][CH2:22]2)[CH:17]2[CH2:20][CH2:19][CH2:18]2)=[CH:9][CH:8]=1.B(OC(C)C)(OC(C)C)OC(C)C.[ClH:38].C(=O)([O-])[O-].[Na+].[Na+].[NH2:45][C:46]1[C:47]([C:53]([NH:55][C:56]2[CH:57]=[N:58][CH:59]=[CH:60][CH:61]=2)=[O:54])=[N:48][C:49](Br)=[CH:50][N:51]=1, predict the reaction product. The product is: [ClH:38].[NH2:45][C:46]1[C:47]([C:53]([NH:55][C:56]2[CH:57]=[N:58][CH:59]=[CH:60][CH:61]=2)=[O:54])=[N:48][C:49]([C:7]2[CH:12]=[CH:11][C:10]([CH2:13][CH2:14][CH2:15][N:16]([CH:21]3[CH2:24][CH2:23][CH2:22]3)[CH:17]3[CH2:20][CH2:19][CH2:18]3)=[CH:9][CH:8]=2)=[CH:50][N:51]=1. (3) Given the reactants [CH2:1]([CH:3]([CH2:35][CH3:36])[CH:4]([NH:17][C:18]1[CH:23]=[CH:22][C:21]([C:24]([N:26]([CH3:34])[CH2:27][CH2:28][C:29]([O:31]CC)=[O:30])=[O:25])=[CH:20][CH:19]=1)[C:5]1[O:6][C:7]2[CH:14]=[CH:13][C:12]([O:15][CH3:16])=[CH:11][C:8]=2[C:9]=1[CH3:10])[CH3:2].O1CCCC1.[OH-].[Na+], predict the reaction product. The product is: [CH2:35]([CH:3]([CH2:1][CH3:2])[CH:4]([NH:17][C:18]1[CH:19]=[CH:20][C:21]([C:24]([N:26]([CH3:34])[CH2:27][CH2:28][C:29]([OH:31])=[O:30])=[O:25])=[CH:22][CH:23]=1)[C:5]1[O:6][C:7]2[CH:14]=[CH:13][C:12]([O:15][CH3:16])=[CH:11][C:8]=2[C:9]=1[CH3:10])[CH3:36].